Regression. Given two drug SMILES strings and cell line genomic features, predict the synergy score measuring deviation from expected non-interaction effect. From a dataset of NCI-60 drug combinations with 297,098 pairs across 59 cell lines. (1) Drug 1: C1CCC(C1)C(CC#N)N2C=C(C=N2)C3=C4C=CNC4=NC=N3. Drug 2: N.N.Cl[Pt+2]Cl. Cell line: HCT-15. Synergy scores: CSS=-1.95, Synergy_ZIP=1.19, Synergy_Bliss=1.82, Synergy_Loewe=-1.65, Synergy_HSA=-1.36. (2) Drug 1: CC1=C(C=C(C=C1)NC(=O)C2=CC=C(C=C2)CN3CCN(CC3)C)NC4=NC=CC(=N4)C5=CN=CC=C5. Drug 2: C1CC(=O)NC(=O)C1N2C(=O)C3=CC=CC=C3C2=O. Cell line: NCI-H522. Synergy scores: CSS=0.861, Synergy_ZIP=0.325, Synergy_Bliss=2.02, Synergy_Loewe=-1.47, Synergy_HSA=-0.620.